This data is from Forward reaction prediction with 1.9M reactions from USPTO patents (1976-2016). The task is: Predict the product of the given reaction. Given the reactants [CH3:1][N:2]1[CH2:6][CH2:5][CH2:4][CH:3]1[CH2:7][CH2:8][N:9]1[CH2:15][CH2:14][CH2:13][CH2:12][C:11]2[CH:16]=[C:17]([NH2:20])[CH:18]=[CH:19][C:10]1=2.CN(CCN1C2C(=CC=C([NH:44][C:45]([C:47]3[S:48][CH:49]=[CH:50][CH:51]=3)=N)C=2)CCC1)C(=O)OC1C=CC=CC=1, predict the reaction product. The product is: [CH3:1][N:2]1[CH2:6][CH2:5][CH2:4][CH:3]1[CH2:7][CH2:8][N:9]1[CH2:15][CH2:14][CH2:13][CH2:12][C:11]2[CH:16]=[C:17]([NH:20][C:45]([C:47]3[S:48][CH:49]=[CH:50][CH:51]=3)=[NH:44])[CH:18]=[CH:19][C:10]1=2.